Dataset: hERG Central: cardiac toxicity at 1µM, 10µM, and general inhibition. Task: Predict hERG channel inhibition at various concentrations. (1) The molecule is CN(C)CCCNC(=O)/C(=C\c1ccc(-c2cccc([N+](=O)[O-])c2)o1)NC(=O)c1ccccc1. Results: hERG_inhib (hERG inhibition (general)): blocker. (2) The drug is Cc1cc(C)c2nc3nc(C)cc(C)c3c(N)c2c1. Results: hERG_inhib (hERG inhibition (general)): blocker.